Dataset: Forward reaction prediction with 1.9M reactions from USPTO patents (1976-2016). Task: Predict the product of the given reaction. (1) Given the reactants [C:1]([C:5]1[CH:10]=[C:9]([O:11][CH3:12])[C:8]([C:13]([CH3:16])([CH3:15])[CH3:14])=[CH:7][C:6]=1[OH:17])([CH3:4])([CH3:3])[CH3:2].C(=O)([O-])[O-].[Cs+].[Cs+].[CH3:24][O:25][CH:26](Br)[CH3:27], predict the reaction product. The product is: [CH3:12][O:11][C:9]1[CH:10]=[C:5]([C:1]([CH3:4])([CH3:3])[CH3:2])[C:6]([O:17][CH2:27][CH2:26][O:25][CH3:24])=[CH:7][C:8]=1[C:13]([CH3:16])([CH3:15])[CH3:14]. (2) Given the reactants [CH3:1][N:2]([CH2:25][CH2:26][CH2:27][C:28](O)=[O:29])[C:3]([C:5]1[CH:6]=[C:7]2[C:15](=[CH:16][CH:17]=1)[N:14]([CH3:18])[C:13]1[CH2:12][CH2:11][C@@H:10]([CH:19]3[CH2:24][CH2:23][O:22][CH2:21][CH2:20]3)[CH2:9][C:8]2=1)=[O:4].Cl.[O:32]1[CH2:35][CH:34]([NH2:36])[CH2:33]1.CN(C(ON1N=NC2C=CC=NC1=2)=[N+](C)C)C.F[P-](F)(F)(F)(F)F.C(N(CC)C(C)C)(C)C, predict the reaction product. The product is: [CH3:1][N:2]([CH2:25][CH2:26][CH2:27][C:28]([NH:36][CH:34]1[CH2:35][O:32][CH2:33]1)=[O:29])[C:3]([C:5]1[CH:6]=[C:7]2[C:15](=[CH:16][CH:17]=1)[N:14]([CH3:18])[C:13]1[CH2:12][CH2:11][C@@H:10]([CH:19]3[CH2:24][CH2:23][O:22][CH2:21][CH2:20]3)[CH2:9][C:8]2=1)=[O:4]. (3) Given the reactants [SH:1][C:2]1[S:3][C:4]2[CH2:14][CH2:13][C:12]3[C:7](=[CH:8][CH:9]=[CH:10][C:11]=3[O:15][CH2:16][C:17]([O:19]CC)=[O:18])[C:5]=2[N:6]=1.[C:22]1([CH:28]([C:32]2[CH:37]=[CH:36][CH:35]=[CH:34][CH:33]=2)[CH2:29][CH2:30]I)[CH:27]=[CH:26][CH:25]=[CH:24][CH:23]=1, predict the reaction product. The product is: [C:22]1([CH:28]([C:32]2[CH:33]=[CH:34][CH:35]=[CH:36][CH:37]=2)[CH2:29][CH2:30][S:1][C:2]2[S:3][C:4]3[CH2:14][CH2:13][C:12]4[C:7](=[CH:8][CH:9]=[CH:10][C:11]=4[O:15][CH2:16][C:17]([OH:19])=[O:18])[C:5]=3[N:6]=2)[CH:27]=[CH:26][CH:25]=[CH:24][CH:23]=1. (4) The product is: [C:1]1([CH:8]=[CH:7][CH:6]=[C:4]([OH:5])[CH:3]=1)[OH:2].[CH2:11]=[O:12]. Given the reactants [C:1]1([CH:8]=[CH:7][CH:6]=[C:4]([OH:5])[CH:3]=1)[OH:2].C=O.[C:11]([O-])([O-])=[O:12].[Na+].[Na+], predict the reaction product. (5) Given the reactants [N+:1]([CH2:4][C:5]([O:7][CH2:8][CH3:9])=[O:6])([O-:3])=O.[C:10]1([CH2:20][O:21][CH2:22][C:23]#[CH:24])[C:19]2[C:14](=[CH:15][CH:16]=[CH:17][CH:18]=2)[CH:13]=[CH:12][CH:11]=1.N12CCN(CC1)CC2, predict the reaction product. The product is: [C:10]1([CH2:20][O:21][CH2:22][C:23]2[O:3][N:1]=[C:4]([C:5]([O:7][CH2:8][CH3:9])=[O:6])[CH:24]=2)[C:19]2[C:14](=[CH:15][CH:16]=[CH:17][CH:18]=2)[CH:13]=[CH:12][CH:11]=1. (6) Given the reactants Cl.Cl.[CH3:3][O:4][CH2:5][CH2:6][O:7][C:8]1[CH:9]=[CH:10][C:11]2[O:15][C:14]([C:16]([NH:18][C:19]3[CH:24]=[CH:23][C:22]([Cl:25])=[CH:21][N:20]=3)=[O:17])=[C:13]([NH:26][C:27]([C@H:29]3[CH2:34][CH2:33][C@H](NC)[CH2:31][CH2:30]3)=[O:28])[C:12]=2[CH:37]=1.ON1C2C=CC=C[C:42]=2N=N1.Cl.C(N=C=NCCCN(C)C)C.C(=O)([O-])O.[Na+].[CH3:65][N:66]([CH3:69])[CH:67]=[O:68], predict the reaction product. The product is: [C:67]([N:66]([C@H:69]1[CH2:33][CH2:34][C@H:29]([C:27]([NH:26][C:13]2[C:12]3[CH:37]=[C:8]([O:7][CH2:6][CH2:5][O:4][CH3:3])[CH:9]=[CH:10][C:11]=3[O:15][C:14]=2[C:16]([NH:18][C:19]2[CH:24]=[CH:23][C:22]([Cl:25])=[CH:21][N:20]=2)=[O:17])=[O:28])[CH2:30][CH2:31]1)[CH3:65])(=[O:68])[CH3:42].